This data is from NCI-60 drug combinations with 297,098 pairs across 59 cell lines. The task is: Regression. Given two drug SMILES strings and cell line genomic features, predict the synergy score measuring deviation from expected non-interaction effect. (1) Drug 1: C1CCC(C1)C(CC#N)N2C=C(C=N2)C3=C4C=CNC4=NC=N3. Drug 2: CC1C(C(CC(O1)OC2CC(CC3=C2C(=C4C(=C3O)C(=O)C5=C(C4=O)C(=CC=C5)OC)O)(C(=O)CO)O)N)O.Cl. Cell line: SF-539. Synergy scores: CSS=55.4, Synergy_ZIP=0.00513, Synergy_Bliss=2.42, Synergy_Loewe=-8.13, Synergy_HSA=4.00. (2) Drug 1: CC12CCC3C(C1CCC2O)C(CC4=C3C=CC(=C4)O)CCCCCCCCCS(=O)CCCC(C(F)(F)F)(F)F. Drug 2: CC1=C(C(=O)C2=C(C1=O)N3CC4C(C3(C2COC(=O)N)OC)N4)N. Cell line: SW-620. Synergy scores: CSS=33.0, Synergy_ZIP=2.68, Synergy_Bliss=1.80, Synergy_Loewe=-28.0, Synergy_HSA=-2.37. (3) Drug 1: C1CC(=O)NC(=O)C1N2CC3=C(C2=O)C=CC=C3N. Drug 2: C1=CC(=C2C(=C1NCCNCCO)C(=O)C3=C(C=CC(=C3C2=O)O)O)NCCNCCO. Cell line: KM12. Synergy scores: CSS=38.8, Synergy_ZIP=3.05, Synergy_Bliss=0.344, Synergy_Loewe=-8.15, Synergy_HSA=5.06. (4) Drug 1: C1=C(C(=O)NC(=O)N1)F. Drug 2: C(CN)CNCCSP(=O)(O)O. Cell line: LOX IMVI. Synergy scores: CSS=34.3, Synergy_ZIP=5.53, Synergy_Bliss=-0.471, Synergy_Loewe=-5.47, Synergy_HSA=0.0294. (5) Drug 1: C1=CC(=C2C(=C1NCCNCCO)C(=O)C3=C(C=CC(=C3C2=O)O)O)NCCNCCO. Drug 2: C1CN1P(=S)(N2CC2)N3CC3. Cell line: HCT116. Synergy scores: CSS=51.7, Synergy_ZIP=0.0175, Synergy_Bliss=0.736, Synergy_Loewe=-2.08, Synergy_HSA=5.54. (6) Drug 1: CNC(=O)C1=CC=CC=C1SC2=CC3=C(C=C2)C(=NN3)C=CC4=CC=CC=N4. Drug 2: CC1C(C(CC(O1)OC2CC(CC3=C2C(=C4C(=C3O)C(=O)C5=CC=CC=C5C4=O)O)(C(=O)C)O)N)O. Cell line: NCI-H460. Synergy scores: CSS=37.7, Synergy_ZIP=1.49, Synergy_Bliss=1.77, Synergy_Loewe=-16.4, Synergy_HSA=2.05.